This data is from Reaction yield outcomes from USPTO patents with 853,638 reactions. The task is: Predict the reaction yield, written as a fraction of the theoretical maximum amount of product (1.0 means a 100% yield; for example, 0.34 means a 34% yield). (1) The product is [CH3:1][C:2]1[CH:7]=[C:6]([CH3:8])[NH:5][C:4](=[O:9])[C:3]=1[CH2:10][NH:11][C:12](=[O:37])[C:13]1[CH:18]=[C:17]([C:19]2[CH:20]=[N:21][C:22]([CH2:25][N:39]([CH3:40])[CH3:38])=[CH:23][CH:24]=2)[CH:16]=[C:15]([N:27]([CH2:34][CH3:35])[CH:28]2[CH2:33][CH2:32][O:31][CH2:30][CH2:29]2)[C:14]=1[CH3:36]. The catalyst is ClC(Cl)C. The reactants are [CH3:1][C:2]1[CH:7]=[C:6]([CH3:8])[NH:5][C:4](=[O:9])[C:3]=1[CH2:10][NH:11][C:12](=[O:37])[C:13]1[CH:18]=[C:17]([C:19]2[CH:20]=[N:21][C:22]([CH:25]=O)=[CH:23][CH:24]=2)[CH:16]=[C:15]([N:27]([CH2:34][CH3:35])[CH:28]2[CH2:33][CH2:32][O:31][CH2:30][CH2:29]2)[C:14]=1[CH3:36].[CH3:38][NH:39][CH3:40].C(O)(=O)C.C(O[BH-](OC(=O)C)OC(=O)C)(=O)C.[Na+]. The yield is 0.750. (2) The reactants are CO[C:3](=[O:27])[C:4]1[CH:9]=[CH:8][CH:7]=[C:6]([C:10]2[CH:11]=[C:12]3[C:18]([C:19]4[CH:24]=[CH:23][CH:22]=[CH:21][C:20]=4[O:25][CH3:26])=[N:17][NH:16][C:13]3=[N:14][CH:15]=2)[CH:5]=1.[NH:28]1[CH2:32][CH2:31][CH2:30][CH2:29]1. The yield is 0.670. The product is [CH3:26][O:25][C:20]1[CH:21]=[CH:22][CH:23]=[CH:24][C:19]=1[C:18]1[C:12]2[C:13](=[N:14][CH:15]=[C:10]([C:6]3[CH:5]=[C:4]([C:3]([N:28]4[CH2:32][CH2:31][CH2:30][CH2:29]4)=[O:27])[CH:9]=[CH:8][CH:7]=3)[CH:11]=2)[NH:16][N:17]=1. No catalyst specified. (3) The reactants are Cl.[Cl:2][C:3]1[CH:8]=[CH:7][C:6]([CH:9]([NH2:16])[CH:10]2[CH2:15][CH2:14][NH:13][CH2:12][CH2:11]2)=[CH:5][CH:4]=1.Cl[C:18]1[C:19]2[CH:26]=[CH:25][NH:24][C:20]=2[N:21]=[CH:22][N:23]=1.C(N(CC)CC)C. The catalyst is C(O)CCC. The product is [Cl:2][C:3]1[CH:8]=[CH:7][C:6]([CH:9]([NH2:16])[CH:10]2[CH2:15][CH2:14][N:13]([C:18]3[C:19]4[CH:26]=[CH:25][NH:24][C:20]=4[N:21]=[CH:22][N:23]=3)[CH2:12][CH2:11]2)=[CH:5][CH:4]=1. The yield is 0.520. (4) The reactants are Br[C:2]1[CH:3]=[C:4]([CH:9]=[CH:10][C:11]=1[O:12][CH:13]1[CH2:15][CH2:14]1)[C:5]([O:7][CH3:8])=[O:6].[CH3:16][O:17][C:18]1[CH:23]=[CH:22][C:21]([CH2:24][SH:25])=[CH:20][CH:19]=1.CC1(C)C2C(=C(P(C3C=CC=CC=3)C3C=CC=CC=3)C=CC=2)OC2C(P(C3C=CC=CC=3)C3C=CC=CC=3)=CC=CC1=2.CCN(C(C)C)C(C)C.N#N. The catalyst is C1(C)C=CC=CC=1.C1C=CC(/C=C/C(/C=C/C2C=CC=CC=2)=O)=CC=1.C1C=CC(/C=C/C(/C=C/C2C=CC=CC=2)=O)=CC=1.C1C=CC(/C=C/C(/C=C/C2C=CC=CC=2)=O)=CC=1.[Pd].[Pd]. The product is [CH:13]1([O:12][C:11]2[CH:10]=[CH:9][C:4]([C:5]([O:7][CH3:8])=[O:6])=[CH:3][C:2]=2[S:25][CH2:24][C:21]2[CH:22]=[CH:23][C:18]([O:17][CH3:16])=[CH:19][CH:20]=2)[CH2:15][CH2:14]1. The yield is 0.893. (5) The reactants are Br[C:2]1[CH:3]=[CH:4][C:5]([O:8][CH2:9][CH:10]2[CH2:15][CH2:14][N:13]([CH2:16][C:17]3([C:23]([F:26])([F:25])[F:24])[CH2:22][CH2:21][CH2:20][CH2:19][CH2:18]3)[CH2:12][CH2:11]2)=[N:6][CH:7]=1.[CH3:27][O:28][C:29]([C:31]1[CH:36]=[CH:35][C:34](B(O)O)=[CH:33][CH:32]=1)=[O:30].C([O-])([O-])=O.[Cs+].[Cs+].O1CCOCC1. The catalyst is O. The product is [F:24][C:23]([F:26])([F:25])[C:17]1([CH2:16][N:13]2[CH2:14][CH2:15][CH:10]([CH2:9][O:8][C:5]3[N:6]=[CH:7][C:2]([C:34]4[CH:35]=[CH:36][C:31]([C:29]([O:28][CH3:27])=[O:30])=[CH:32][CH:33]=4)=[CH:3][CH:4]=3)[CH2:11][CH2:12]2)[CH2:22][CH2:21][CH2:20][CH2:19][CH2:18]1. The yield is 0.580. (6) The reactants are [CH3:1][N:2]([CH2:16][C:17]1[CH:22]=[CH:21][CH:20]=[CH:19][C:18]=1[CH3:23])[CH2:3][CH:4]([C:6]1[CH:15]=[CH:14][C:13]2[C:8](=[CH:9][CH:10]=[CH:11][CH:12]=2)[CH:7]=1)O.FC(F)(F)C(OC(=O)C(F)(F)F)=O. The catalyst is FC(F)(F)C(O)=O. The product is [CH3:1][N:2]1[CH2:3][CH:4]([C:6]2[CH:15]=[CH:14][C:13]3[C:8](=[CH:9][CH:10]=[CH:11][CH:12]=3)[CH:7]=2)[C:22]2[C:17](=[C:18]([CH3:23])[CH:19]=[CH:20][CH:21]=2)[CH2:16]1. The yield is 0.610. (7) The reactants are [C:1]([O:5][C:6]([NH:8][C@@H:9]([CH2:42][C:43]1[CH:48]=[CH:47][CH:46]=[CH:45][CH:44]=1)[CH2:10][C@@H:11]1[O:15][C:14]([CH3:17])([CH3:16])[N:13]([C:18]([O:20][CH2:21][C:22]2[CH:27]=[CH:26][CH:25]=[CH:24][CH:23]=2)=[O:19])[C@H:12]1[CH2:28][C:29]1[CH:34]=[CH:33][C:32](OC(=O)C(F)(F)F)=[CH:31][CH:30]=1)=[O:7])([CH3:4])([CH3:3])[CH3:2].[Li+].[Cl-].[CH3:51][C:52]1[CH:57]=[CH:56][C:55]([Sn](CCCC)(CCCC)CCCC)=[CH:54][N:53]=1. The catalyst is CN(C=O)C.Cl[Pd](Cl)([P](C1C=CC=CC=1)(C1C=CC=CC=1)C1C=CC=CC=1)[P](C1C=CC=CC=1)(C1C=CC=CC=1)C1C=CC=CC=1. The product is [C:1]([O:5][C:6]([NH:8][C@@H:9]([CH2:42][C:43]1[CH:44]=[CH:45][CH:46]=[CH:47][CH:48]=1)[CH2:10][C@@H:11]1[O:15][C:14]([CH3:17])([CH3:16])[N:13]([C:18]([O:20][CH2:21][C:22]2[CH:27]=[CH:26][CH:25]=[CH:24][CH:23]=2)=[O:19])[C@H:12]1[CH2:28][C:29]1[CH:34]=[CH:33][C:32]([C:55]2[CH:54]=[N:53][C:52]([CH3:51])=[CH:57][CH:56]=2)=[CH:31][CH:30]=1)=[O:7])([CH3:4])([CH3:3])[CH3:2]. The yield is 0.840. (8) The reactants are C([NH:4][C:5]1[CH:14]=[CH:13][CH:12]=[C:11]2[C:6]=1[CH:7]=[CH:8][C:9]([S:15]([NH:18][CH2:19][C:20]1[CH:25]=[CH:24][CH:23]=[CH:22][CH:21]=1)(=[O:17])=[O:16])=[CH:10]2)(=O)C.C(O)CC.Cl. The catalyst is O. The product is [NH2:4][C:5]1[CH:14]=[CH:13][CH:12]=[C:11]2[C:6]=1[CH:7]=[CH:8][C:9]([S:15]([NH:18][CH2:19][C:20]1[CH:21]=[CH:22][CH:23]=[CH:24][CH:25]=1)(=[O:17])=[O:16])=[CH:10]2. The yield is 0.744. (9) The reactants are [Cl:1][C:2]1[CH:7]=[CH:6][C:5]([C:8]([CH3:13])([CH3:12])[C:9](O)=[O:10])=[CH:4][CH:3]=1.COCCO[AlH2-]OCCOC.[Na+]. The catalyst is C1COCC1. The product is [Cl:1][C:2]1[CH:3]=[CH:4][C:5]([C:8]([CH3:13])([CH3:12])[CH2:9][OH:10])=[CH:6][CH:7]=1. The yield is 0.990. (10) The reactants are [N:1]1([C:7]2[N:12]=[C:11]([C:13]3[C:14]([C:20]([F:23])([F:22])[F:21])=[CH:15][C:16]([NH2:19])=[N:17][CH:18]=3)[CH:10]=[C:9]([N:24]3[CH2:29][CH2:28][O:27][CH2:26][CH2:25]3)[N:8]=2)[CH2:6][CH2:5][O:4][CH2:3][CH2:2]1.CC(C)=O.[ClH:34]. The catalyst is O. The product is [ClH:34].[OH2:4].[N:1]1([C:7]2[N:12]=[C:11]([C:13]3[C:14]([C:20]([F:23])([F:21])[F:22])=[CH:15][C:16]([NH2:19])=[N:17][CH:18]=3)[CH:10]=[C:9]([N:24]3[CH2:25][CH2:26][O:27][CH2:28][CH2:29]3)[N:8]=2)[CH2:2][CH2:3][O:4][CH2:5][CH2:6]1. The yield is 0.757.